Dataset: Catalyst prediction with 721,799 reactions and 888 catalyst types from USPTO. Task: Predict which catalyst facilitates the given reaction. (1) Reactant: [CH3:1][C:2]1[CH:7]=[CH:6][C:5]([C:8]([CH3:10])=[O:9])=[CH:4][CH:3]=1.C1(C)C=CC(S(O)(=O)=O)=CC=1.[CH2:22](O)[CH2:23][OH:24]. Product: [CH3:10][C:8]1([C:5]2[CH:6]=[CH:7][C:2]([CH3:1])=[CH:3][CH:4]=2)[O:24][CH2:23][CH2:22][O:9]1. The catalyst class is: 11. (2) Reactant: [C:1]([N:5]1[C:9]([NH:10][C:11]2[N:16]=[C:15]([CH2:17][C:18]3([C:24]([O:26][CH2:27][CH3:28])=[O:25])[CH2:23][CH2:22][NH:21][CH2:20][CH2:19]3)[CH:14]=[CH:13][CH:12]=2)=[CH:8][CH:7]=[N:6]1)([CH3:4])([CH3:3])[CH3:2].[Cl:29][C:30]1[C:31]([F:39])=[C:32]([CH:36]=[CH:37][CH:38]=1)[C:33](O)=[O:34].O.OC1C2N=NNC=2C=CC=1.Cl.CN(C)CCCN=C=NCC.C(=O)(O)[O-].[Na+]. Product: [C:1]([N:5]1[C:9]([NH:10][C:11]2[N:16]=[C:15]([CH2:17][C:18]3([C:24]([O:26][CH2:27][CH3:28])=[O:25])[CH2:23][CH2:22][N:21]([C:33](=[O:34])[C:32]4[CH:36]=[CH:37][CH:38]=[C:30]([Cl:29])[C:31]=4[F:39])[CH2:20][CH2:19]3)[CH:14]=[CH:13][CH:12]=2)=[CH:8][CH:7]=[N:6]1)([CH3:3])([CH3:4])[CH3:2]. The catalyst class is: 22. (3) Product: [CH3:15][NH:14][C@H:11]1[CH2:12][CH2:13][N:9]([C:1]([C:2]2[CH:7]=[CH:6][CH:5]=[CH:4][CH:3]=2)=[O:8])[CH2:10]1. Reactant: [C:1]([N:9]1[CH2:13][CH2:12][C@H:11]([N:14](C)[C:15](=O)OC(C)(C)C)[CH2:10]1)(=[O:8])[C:2]1[CH:7]=[CH:6][CH:5]=[CH:4][CH:3]=1.FC(F)(F)C(O)=O. The catalyst class is: 2. (4) Reactant: [Cl:1][C:2]1[C:7]([F:8])=[CH:6][C:5]([CH2:9]O)=[C:4]([F:11])[CH:3]=1.P(Br)(Br)[Br:13].O. Product: [Br:13][CH2:9][C:5]1[CH:6]=[C:7]([F:8])[C:2]([Cl:1])=[CH:3][C:4]=1[F:11]. The catalyst class is: 876. (5) Reactant: [Br:1][C:2]1[CH:10]=[CH:9][CH:8]=[C:7]2[C:3]=1[CH:4]=[C:5]([C:11]([OH:13])=[O:12])[NH:6]2.[C:14]1(B(O)O)[CH:19]=[CH:18][CH:17]=[CH:16][CH:15]=1.N1C=CC=CC=1. Product: [Br:1][C:2]1[CH:10]=[CH:9][CH:8]=[C:7]2[C:3]=1[CH:4]=[C:5]([C:11]([OH:13])=[O:12])[N:6]2[C:14]1[CH:19]=[CH:18][CH:17]=[CH:16][CH:15]=1. The catalyst class is: 302. (6) The catalyst class is: 844. Reactant: [NH2:1][C:2]1[C:3]2[N:4]([C:8]([C@H:12]3[CH2:32][N:16]4[C:17](=[O:31])[CH2:18][N:19](C(OCC5C=CC=CC=5)=O)[CH2:20][C@@H:15]4[CH2:14][CH2:13]3)=[N:9][C:10]=2[Br:11])[CH:5]=[CH:6][N:7]=1.C(O)(C)C. Product: [NH2:1][C:2]1[C:3]2[N:4]([C:8]([C@H:12]3[CH2:32][N:16]4[C:17](=[O:31])[CH2:18][NH:19][CH2:20][C@@H:15]4[CH2:14][CH2:13]3)=[N:9][C:10]=2[Br:11])[CH:5]=[CH:6][N:7]=1. (7) Reactant: [F:1][C:2]1[C:3]([NH:12][C:13]2[CH:18]=[CH:17][C:16]([I:19])=[CH:15][C:14]=2[F:20])=[C:4]([CH:8]=[CH:9][C:10]=1[F:11])[C:5]([OH:7])=O.[C:21]([N:28]1[CH2:33][CH2:32][NH:31][CH2:30][CH2:29]1)([O:23][C:24]([CH3:27])([CH3:26])[CH3:25])=[O:22].CCCCCC.CC(=O)OCC. Product: [F:1][C:2]1[C:3]([NH:12][C:13]2[CH:18]=[CH:17][C:16]([I:19])=[CH:15][C:14]=2[F:20])=[C:4]([CH:8]=[CH:9][C:10]=1[F:11])[C:5]([N:31]1[CH2:30][CH2:29][N:28]([C:21]([O:23][C:24]([CH3:27])([CH3:26])[CH3:25])=[O:22])[CH2:33][CH2:32]1)=[O:7]. The catalyst class is: 64.